This data is from Full USPTO retrosynthesis dataset with 1.9M reactions from patents (1976-2016). The task is: Predict the reactants needed to synthesize the given product. Given the product [F:25][C:24]([F:27])([F:26])[C:22]([OH:28])=[O:23].[NH2:7][C@H:8]1[CH2:14][O:13][C:12]2[CH:15]=[CH:16][C:17]([F:19])=[CH:18][C:11]=2[NH:10][C:9]1=[O:20].[C:22]([OH:28])([C:24]([F:27])([F:26])[F:25])=[O:23], predict the reactants needed to synthesize it. The reactants are: C(OC(=O)[NH:7][C@H:8]1[CH2:14][O:13][C:12]2[CH:15]=[CH:16][C:17]([F:19])=[CH:18][C:11]=2[NH:10][C:9]1=[O:20])(C)(C)C.[C:22]([OH:28])([C:24]([F:27])([F:26])[F:25])=[O:23].